Dataset: Full USPTO retrosynthesis dataset with 1.9M reactions from patents (1976-2016). Task: Predict the reactants needed to synthesize the given product. (1) Given the product [N+:1]([C:4]1[CH:5]=[N:6][CH:7]=[CH:8][C:9]=1[C:10]1[CH2:11][CH2:12][CH:13]2[O:17][C:16](=[O:18])[N:15]([C:20]([O:22][C:23]([CH3:26])([CH3:25])[CH3:24])=[O:21])[CH:14]2[CH:19]=1)([O-:3])=[O:2], predict the reactants needed to synthesize it. The reactants are: [N+:1]([C:4]1[CH:5]=[N:6][CH:7]=[CH:8][C:9]=1[C:10]1[CH2:11][CH2:12][CH:13]2[O:17][C:16](=[O:18])[NH:15][CH:14]2[CH:19]=1)([O-:3])=[O:2].[C:20](O[C:20]([O:22][C:23]([CH3:26])([CH3:25])[CH3:24])=[O:21])([O:22][C:23]([CH3:26])([CH3:25])[CH3:24])=[O:21]. (2) Given the product [CH3:24][C:23]1[CH:22]=[C:21]2[C:16]([CH:17]=[CH:18][NH:19][C:20]2=[O:25])=[CH:15][C:14]=1[O:13][C@H:10]1[CH2:11][CH2:12][NH:8][CH2:9]1, predict the reactants needed to synthesize it. The reactants are: C(OC([N:8]1[CH2:12][CH2:11][C@H:10]([O:13][C:14]2[CH:15]=[C:16]3[C:21](=[CH:22][C:23]=2[CH3:24])[C:20](=[O:25])[N:19](CC2C=CC(OC)=CC=2)[CH:18]=[CH:17]3)[CH2:9]1)=O)(C)(C)C.FC(F)(F)C(O)=O. (3) Given the product [CH:1]1[C:9]([NH:10][C:19](=[O:26])[CH2:20][CH2:21][CH2:22][CH2:23][CH2:24][CH3:25])=[CH:8][C:7]2[CH2:11][CH2:12][N:5]3[C:6]=2[C:2]=1[C:3]1[CH2:18][CH2:17][CH2:16][CH2:15][CH2:14][CH2:13][C:4]=13, predict the reactants needed to synthesize it. The reactants are: [CH:1]1[C:9]([NH2:10])=[CH:8][C:7]2[CH2:11][CH2:12][N:5]3[C:6]=2[C:2]=1[C:3]1[CH2:18][CH2:17][CH2:16][CH2:15][CH2:14][CH2:13][C:4]=13.[C:19](Cl)(=[O:26])[CH2:20][CH2:21][CH2:22][CH2:23][CH2:24][CH3:25]. (4) Given the product [NH2:34][C:2]1[N:7]=[C:6]([C:8]2[S:12][C:11]([N:13]([CH3:15])[CH3:14])=[N:10][C:9]=2[C:16]2[CH:17]=[C:18]([NH:22][S:23]([C:26]3[C:31]([F:32])=[CH:30][CH:29]=[CH:28][C:27]=3[F:33])(=[O:25])=[O:24])[CH:19]=[CH:20][CH:21]=2)[CH:5]=[CH:4][N:3]=1, predict the reactants needed to synthesize it. The reactants are: Cl[C:2]1[N:7]=[C:6]([C:8]2[S:12][C:11]([N:13]([CH3:15])[CH3:14])=[N:10][C:9]=2[C:16]2[CH:17]=[C:18]([NH:22][S:23]([C:26]3[C:31]([F:32])=[CH:30][CH:29]=[CH:28][C:27]=3[F:33])(=[O:25])=[O:24])[CH:19]=[CH:20][CH:21]=2)[CH:5]=[CH:4][N:3]=1.[NH4+:34].[OH-].